From a dataset of Forward reaction prediction with 1.9M reactions from USPTO patents (1976-2016). Predict the product of the given reaction. (1) Given the reactants C(OC([N:8]1[CH2:12][CH2:11][CH2:10][C@@H:9]1[CH2:13][O:14][C:15]1[CH:20]=[CH:19][C:18]([O:21][C:22]2[O:23][C:24]3[CH:30]=[CH:29][CH:28]=[CH:27][C:25]=3[N:26]=2)=[CH:17][CH:16]=1)=O)(C)(C)C.[ClH:31], predict the reaction product. The product is: [ClH:31].[O:23]1[C:24]2[CH:30]=[CH:29][CH:28]=[CH:27][C:25]=2[N:26]=[C:22]1[O:21][C:18]1[CH:19]=[CH:20][C:15]([O:14][CH2:13][C@H:9]2[CH2:10][CH2:11][CH2:12][NH:8]2)=[CH:16][CH:17]=1. (2) Given the reactants [C:1]([O:6][CH2:7][CH2:8][OH:9])(=[O:5])[C:2]([CH3:4])=[CH2:3].C(N(CC)CC)C.[C:17](Cl)(=[O:20])[CH:18]=[CH2:19], predict the reaction product. The product is: [C:1]([O:6][CH2:7][CH2:8][O:9][C:17](=[O:20])[CH:18]=[CH2:19])(=[O:5])[C:2]([CH3:4])=[CH2:3]. (3) Given the reactants [CH3:1][O:2][C:3](=[O:22])[C:4]1[C:9](Cl)=[CH:8][C:7]([CH3:11])=[N:6][C:5]=1[O:12][C:13]1[C:18]([CH3:19])=[CH:17][C:16]([CH3:20])=[CH:15][C:14]=1[CH3:21].[NH2:23][CH:24]([CH2:28][CH3:29])[CH:25]([OH:27])[CH3:26], predict the reaction product. The product is: [CH3:1][O:2][C:3](=[O:22])[C:4]1[C:9]([NH:23][CH:24]([CH2:28][CH3:29])[CH:25]([OH:27])[CH3:26])=[CH:8][C:7]([CH3:11])=[N:6][C:5]=1[O:12][C:13]1[C:18]([CH3:19])=[CH:17][C:16]([CH3:20])=[CH:15][C:14]=1[CH3:21]. (4) Given the reactants [OH:1][CH2:2][C:3]([CH2:16][OH:17])([CH2:6][O:7][CH2:8][C:9]([CH2:14][OH:15])([CH2:12][OH:13])[CH2:10][OH:11])[CH2:4][OH:5].[C:18]([OH:26])(=[O:25])[C:19]1[CH:24]=[CH:23][CH:22]=[CH:21][CH:20]=1.O[CH:28]([CH2:32][CH2:33][CH2:34][CH2:35][CH2:36][CH2:37][CH2:38][CH2:39][CH2:40][CH2:41][CH2:42][CH2:43][CH2:44][CH2:45][CH2:46][CH3:47])[C:29]([OH:31])=[O:30], predict the reaction product. The product is: [OH:11][CH2:10][C:9]([CH2:14][OH:15])([CH2:8][O:7][CH2:6][C:3]([CH2:16][OH:17])([CH2:4][OH:5])[CH2:2][OH:1])[CH2:12][OH:13].[C:18]([OH:26])(=[O:25])[C:19]1[CH:24]=[CH:23][CH:22]=[CH:21][CH:20]=1.[OH:1][CH:41]([CH2:42][CH2:43][CH2:44][CH2:45][CH2:46][CH3:47])[CH2:40][CH2:39][CH2:38][CH2:37][CH2:36][CH2:35][CH2:34][CH2:33][CH2:32][CH2:28][C:29]([OH:31])=[O:30]. (5) Given the reactants C(OC(C1C(F)=CC(OCC2(F)CCN(C(OC(C)(C)C)=O)CC2)=C(C2CC2)C=1)=O)(C)(C)C.[Cl:34][C:35]1[CH:40]=[CH:39][C:38]([CH:41]([C:67]2[CH:72]=[CH:71][C:70]([Cl:73])=[CH:69][CH:68]=2)[N:42]2[CH2:47][CH2:46][CH:45]([CH2:48][O:49][C:50]3[C:62]([CH:63]4[CH2:65][CH2:64]4)=[CH:61][C:53]([C:54]([O:56]C(C)(C)C)=[O:55])=[C:52]([F:66])[CH:51]=3)[CH2:44][CH2:43]2)=[CH:37][CH:36]=1, predict the reaction product. The product is: [Cl:73][C:70]1[CH:69]=[CH:68][C:67]([CH:41]([C:38]2[CH:39]=[CH:40][C:35]([Cl:34])=[CH:36][CH:37]=2)[N:42]2[CH2:47][CH2:46][CH:45]([CH2:48][O:49][C:50]3[C:62]([CH:63]4[CH2:65][CH2:64]4)=[CH:61][C:53]([C:54]([OH:56])=[O:55])=[C:52]([F:66])[CH:51]=3)[CH2:44][CH2:43]2)=[CH:72][CH:71]=1. (6) Given the reactants [BH4-].[Na+].[CH2:3]([N:10]1[C@@H:15]2[C@@H:16]([C:18]#[N:19])[CH2:17][C@@:11]1([C:21]1[CH:26]=[CH:25][CH:24]=[CH:23][CH:22]=1)[C:12](=[O:20])[CH2:13][CH2:14]2)[C:4]1[CH:9]=[CH:8][CH:7]=[CH:6][CH:5]=1, predict the reaction product. The product is: [CH2:3]([N:10]1[C@@H:15]2[C@@H:16]([C:18]#[N:19])[CH2:17][C@@:11]1([C:21]1[CH:26]=[CH:25][CH:24]=[CH:23][CH:22]=1)[C@H:12]([OH:20])[CH2:13][CH2:14]2)[C:4]1[CH:5]=[CH:6][CH:7]=[CH:8][CH:9]=1.